From a dataset of Reaction yield outcomes from USPTO patents with 853,638 reactions. Predict the reaction yield, written as a fraction of the theoretical maximum amount of product (1.0 means a 100% yield; for example, 0.34 means a 34% yield). The reactants are [Cl:1][C:2]1[CH:3]=[C:4]([NH2:19])[CH:5]=[CH:6][C:7]=1[S:8][C:9]1[CH:18]=[CH:17][C:16]2[C:11](=[CH:12][CH:13]=[CH:14][CH:15]=2)[CH:10]=1.N1C=CC=CC=1.[Cl:26][C:27]1[CH:32]=[C:31]([C:33]([F:36])([F:35])[F:34])[CH:30]=[CH:29][C:28]=1[S:37](Cl)(=[O:39])=[O:38]. The catalyst is C1COCC1. The product is [Cl:26][C:27]1[CH:32]=[C:31]([C:33]([F:35])([F:34])[F:36])[CH:30]=[CH:29][C:28]=1[S:37]([NH:19][C:4]1[CH:5]=[CH:6][C:7]([S:8][C:9]2[CH:18]=[CH:17][C:16]3[C:11](=[CH:12][CH:13]=[CH:14][CH:15]=3)[CH:10]=2)=[C:2]([Cl:1])[CH:3]=1)(=[O:39])=[O:38]. The yield is 0.900.